Task: Predict which catalyst facilitates the given reaction.. Dataset: Catalyst prediction with 721,799 reactions and 888 catalyst types from USPTO Reactant: [C:1]([O:5][C:6]([N:8]1[CH2:13][CH:12]([C:14]([OH:16])=O)[CH2:11][CH:10]([C:17]([OH:19])=[O:18])[CH2:9]1)=[O:7])([CH3:4])([CH3:3])[CH3:2].FC(F)(F)C(OC(=O)C(F)(F)F)=O.CCCCCCC. Product: [O:16]=[C:14]1[O:19][C:17](=[O:18])[CH:10]2[CH2:11][CH:12]1[CH2:13][N:8]([C:6]([O:5][C:1]([CH3:2])([CH3:3])[CH3:4])=[O:7])[CH2:9]2. The catalyst class is: 7.